From a dataset of Catalyst prediction with 721,799 reactions and 888 catalyst types from USPTO. Predict which catalyst facilitates the given reaction. (1) Reactant: [OH:1][CH2:2][CH2:3][CH2:4][CH2:5][NH:6][C:7]1[C:16]([N+:17]([O-])=O)=[CH:15][CH:14]=[CH:13][C:8]=1[C:9]([O:11][CH3:12])=[O:10]. Product: [NH2:17][C:16]1[C:7]([NH:6][CH2:5][CH2:4][CH2:3][CH2:2][OH:1])=[C:8]([CH:13]=[CH:14][CH:15]=1)[C:9]([O:11][CH3:12])=[O:10]. The catalyst class is: 312. (2) Product: [NH2:1][C:4]1[CH:5]=[CH:6][N:7]2[C:12]([CH:13]=1)=[CH:11][CH:10]=[C:9]([C:14]([O:16][CH2:17][CH3:18])=[O:15])[C:8]2=[O:19]. Reactant: [N:1]([C:4]1[CH:5]=[CH:6][N:7]2[C:12]([CH:13]=1)=[CH:11][CH:10]=[C:9]([C:14]([O:16][CH2:17][CH3:18])=[O:15])[C:8]2=[O:19])=[N+]=[N-]. The catalyst class is: 29. (3) Reactant: [F:1][C:2]1[CH:27]=[CH:26][C:5]([CH2:6][NH:7][CH:8]([C:20]2[CH:25]=[CH:24][CH:23]=[CH:22][CH:21]=2)[C:9]([O:11][C@@H:12]2[CH:17]3[CH2:18][CH2:19][N:14]([CH2:15][CH2:16]3)[CH2:13]2)=[O:10])=[CH:4][CH:3]=1.[Cl:28][CH2:29][C:30]([C:32]1[S:33][CH:34]=[CH:35][CH:36]=1)=[O:31].CCOCC. Product: [Cl-:28].[F:1][C:2]1[CH:27]=[CH:26][C:5]([CH2:6][NH:7][CH:8]([C:20]2[CH:21]=[CH:22][CH:23]=[CH:24][CH:25]=2)[C:9]([O:11][C@@H:12]2[CH:17]3[CH2:16][CH2:15][N+:14]([CH2:29][C:30](=[O:31])[C:32]4[S:33][CH:34]=[CH:35][CH:36]=4)([CH2:19][CH2:18]3)[CH2:13]2)=[O:10])=[CH:4][CH:3]=1. The catalyst class is: 13. (4) Reactant: Br[CH2:2][C:3]([C:5]12[CH2:17][CH2:16][CH2:15][CH2:14][CH:13]1[C:12]1[C:7](=[CH:8][CH:9]=[CH:10][CH:11]=1)[C:6]2=[O:18])=O.[CH:19]([NH2:21])=O.[NH3:22]. Product: [NH:22]1[CH:2]=[C:3]([C:5]23[CH2:17][CH2:16][CH2:15][CH2:14][CH:13]2[C:12]2[C:7](=[CH:8][CH:9]=[CH:10][CH:11]=2)[C:6]3=[O:18])[N:21]=[CH:19]1. The catalyst class is: 34. (5) Reactant: [Cl:1][C:2]1[C:3]2[N:4]([CH:12]=[C:13]([C:15]([NH2:17])=O)[N:14]=2)[CH:5]=[C:6]([C:8]([F:11])([F:10])[F:9])[CH:7]=1. Product: [Cl:1][C:2]1[C:3]2[N:4]([CH:12]=[C:13]([C:15]#[N:17])[N:14]=2)[CH:5]=[C:6]([C:8]([F:10])([F:11])[F:9])[CH:7]=1. The catalyst class is: 265. (6) Reactant: [NH:1]1[C:5]2=[N:6][CH:7]=[C:8]([NH:10][C:11](=[O:19])OC3C=CC=CC=3)[CH:9]=[C:4]2[CH:3]=[N:2]1.[CH3:20][CH:21]1[CH2:26][CH2:25][N:24]([C:27]2[C:32]([CH2:33][NH2:34])=[CH:31][CH:30]=[C:29]([C:35]([F:38])([F:37])[F:36])[N:28]=2)[CH2:23][CH2:22]1. Product: [CH3:20][CH:21]1[CH2:22][CH2:23][N:24]([C:27]2[C:32]([CH2:33][NH:34][C:11]([NH:10][C:8]3[CH:9]=[C:4]4[CH:3]=[N:2][NH:1][C:5]4=[N:6][CH:7]=3)=[O:19])=[CH:31][CH:30]=[C:29]([C:35]([F:38])([F:36])[F:37])[N:28]=2)[CH2:25][CH2:26]1. The catalyst class is: 616.